Task: Predict the reaction yield, written as a fraction of the theoretical maximum amount of product (1.0 means a 100% yield; for example, 0.34 means a 34% yield).. Dataset: Reaction yield outcomes from USPTO patents with 853,638 reactions (1) The reactants are I[CH2:2][C@@H:3]([CH3:16])[CH2:4][N:5]1[C:10]2[CH:11]=[CH:12][CH:13]=[CH:14][C:9]=2[O:8][CH2:7][C:6]1=[O:15].[CH2:17]([O:20][CH:21]1[CH2:26][CH2:25][NH:24][CH2:23][CH2:22]1)[CH2:18][CH3:19]. The catalyst is CC#N. The product is [CH3:16][C@H:3]([CH2:2][N:24]1[CH2:25][CH2:26][CH:21]([O:20][CH2:17][CH2:18][CH3:19])[CH2:22][CH2:23]1)[CH2:4][N:5]1[C:10]2[CH:11]=[CH:12][CH:13]=[CH:14][C:9]=2[O:8][CH2:7][C:6]1=[O:15]. The yield is 0.650. (2) The reactants are Cl.[OH:2][C:3]1[C:4]([O:24][CH3:25])=[C:5]([C:10](=[O:23])[CH2:11][NH:12][C:13]([CH3:22])([CH3:21])[CH2:14][C:15]2[CH:20]=[CH:19][CH:18]=[CH:17][CH:16]=2)[CH:6]=[CH:7][C:8]=1[OH:9]. The catalyst is CO.[Pt](=O)=O. The product is [CH3:22][C:13]([NH:12][CH2:11][CH:10]([C:5]1[C:4]([O:24][CH3:25])=[C:3]([OH:2])[C:8]([OH:9])=[CH:7][CH:6]=1)[OH:23])([CH3:21])[CH2:14][C:15]1[CH:16]=[CH:17][CH:18]=[CH:19][CH:20]=1. The yield is 0.645. (3) The reactants are Br[C:2]1[C:6]2=[N:7][CH:8]=[CH:9][CH:10]=[C:5]2[S:4][C:3]=1[C:11]1[N:15]2[N:16]=[C:17]([CH3:25])[CH:18]=[C:19]([CH:20]([CH2:23][CH3:24])[CH2:21][CH3:22])[C:14]2=[N:13][C:12]=1[CH3:26].[Cu][C:28]#[N:29].CN(C=O)C.N. The catalyst is CO.CCOC(C)=O.CCCCCC. The product is [CH2:21]([CH:20]([C:19]1[C:14]2[N:15]([C:11]([C:3]3[S:4][C:5]4[C:6](=[N:7][CH:8]=[CH:9][CH:10]=4)[C:2]=3[C:28]#[N:29])=[C:12]([CH3:26])[N:13]=2)[N:16]=[C:17]([CH3:25])[CH:18]=1)[CH2:23][CH3:24])[CH3:22]. The yield is 0.160. (4) The yield is 0.900. The reactants are [C:1]([O:5][CH2:6][CH3:7])(=[O:4])[CH2:2][SH:3].C(=O)([O-])[O-].[K+].[K+].[Cl:14][C:15]1[CH:16]=[CH:17][C:18]2[N:24]([CH2:25][C:26]([CH3:29])([CH3:28])[CH3:27])[C:23](=[O:30])[C@@H:22]([CH2:31][C:32]3[N:36]=[C:35](Cl)[S:34][N:33]=3)[O:21][C@H:20]([C:38]3[CH:43]=[CH:42][CH:41]=[C:40]([O:44][CH3:45])[C:39]=3[O:46][CH3:47])[C:19]=2[CH:48]=1. The catalyst is C1COCC1. The product is [Cl:14][C:15]1[CH:16]=[CH:17][C:18]2[N:24]([CH2:25][C:26]([CH3:28])([CH3:27])[CH3:29])[C:23](=[O:30])[C@@H:22]([CH2:31][C:32]3[N:36]=[C:35]([S:3][CH2:2][C:1]([O:5][CH2:6][CH3:7])=[O:4])[S:34][N:33]=3)[O:21][C@H:20]([C:38]3[CH:43]=[CH:42][CH:41]=[C:40]([O:44][CH3:45])[C:39]=3[O:46][CH3:47])[C:19]=2[CH:48]=1. (5) The product is [CH3:1][C:2]1[N:7]=[C:6]2[S:8][C:9]3[CH2:14][CH2:13][CH2:12][CH2:11][C:10]=3[C:5]2=[C:4]([C:15]2[CH:20]=[CH:19][CH:18]=[C:17]([Cl:21])[CH:16]=2)[C:3]=1[CH:22]([CH2:38][CH2:37][CH3:41])[C:23]([O:25][CH3:26])=[O:24]. The catalyst is CN(C=O)C. The reactants are [CH3:1][C:2]1[N:7]=[C:6]2[S:8][C:9]3[CH2:14][CH2:13][CH2:12][CH2:11][C:10]=3[C:5]2=[C:4]([C:15]2[CH:20]=[CH:19][CH:18]=[C:17]([Cl:21])[CH:16]=2)[C:3]=1[CH2:22][C:23]([O:25][CH3:26])=[O:24].[Li+].C[Si]([N-][Si](C)(C)C)(C)C.[CH2:37]1[CH2:41]OC[CH2:38]1.ICCC. The yield is 0.880.